From a dataset of Forward reaction prediction with 1.9M reactions from USPTO patents (1976-2016). Predict the product of the given reaction. (1) The product is: [CH3:22][O:21][C:18]1[CH:19]=[C:20]2[C:15](=[CH:16][C:17]=1[O:23][CH2:24][CH2:25][O:26][CH3:27])[N:14]=[CH:13][N:12]=[C:11]2[NH:10][C:6]1[C:7]([CH:8]=[C:2]([O:35][C:32]2[CH:33]=[CH:34][C:29]([CH3:28])=[CH:30][CH:31]=2)[C:3](=[O:4])[CH:5]=1)=[O:9]. Given the reactants Cl[C:2]1[C:3]([CH:5]=[C:6]([NH:10][C:11]2[C:20]3[C:15](=[CH:16][C:17]([O:23][CH2:24][CH2:25][O:26][CH3:27])=[C:18]([O:21][CH3:22])[CH:19]=3)[N:14]=[CH:13][N:12]=2)[C:7](=[O:9])[CH:8]=1)=[O:4].[CH3:28][C:29]1[CH:34]=[CH:33][C:32]([OH:35])=[CH:31][CH:30]=1, predict the reaction product. (2) Given the reactants [NH2:1][C:2]1[CH:7]=[CH:6][C:5]([C:8]([CH3:12])([CH3:11])[CH2:9][CH3:10])=[CH:4][C:3]=1[OH:13].[N+:14]([C:17]1[CH:18]=[C:19]([CH:23]=[CH:24][CH:25]=1)[C:20](Cl)=O)([O-:16])=[O:15], predict the reaction product. The product is: [CH3:11][C:8]([C:5]1[CH:6]=[CH:7][C:2]2[N:1]=[C:20]([C:19]3[CH:23]=[CH:24][CH:25]=[C:17]([N+:14]([O-:16])=[O:15])[CH:18]=3)[O:13][C:3]=2[CH:4]=1)([CH3:12])[CH2:9][CH3:10]. (3) Given the reactants [CH3:1][C@@:2]1([CH2:13][N:14]2[CH2:19][CH2:18][N:17]([CH:20]3[CH2:25][CH2:24][N:23]([C:26](OC(C)(C)C)=O)[CH2:22][CH2:21]3)[CH2:16][CH2:15]2)[O:6][C:5]2=[N:7][C:8]([N+:10]([O-:12])=[O:11])=[CH:9][N:4]2[CH2:3]1.FC(F)(F)C(O)=O.[F:40][C:41]([F:54])([F:53])[O:42][C:43]1[CH:48]=[CH:47][C:46]([CH:49]=[CH:50]C=O)=[CH:45][CH:44]=1.C(O[BH-](OC(=O)C)OC(=O)C)(=O)C.[Na+], predict the reaction product. The product is: [CH3:1][C@@:2]1([CH2:13][N:14]2[CH2:19][CH2:18][N:17]([CH:20]3[CH2:25][CH2:24][N:23]([CH2:26][CH:50]=[CH:49][C:46]4[CH:45]=[CH:44][C:43]([O:42][C:41]([F:40])([F:53])[F:54])=[CH:48][CH:47]=4)[CH2:22][CH2:21]3)[CH2:16][CH2:15]2)[O:6][C:5]2=[N:7][C:8]([N+:10]([O-:12])=[O:11])=[CH:9][N:4]2[CH2:3]1. (4) Given the reactants Br[CH2:2][C:3]([C:5]1[CH:10]=[CH:9][C:8]([C:11]([F:14])([F:13])[F:12])=[CH:7][CH:6]=1)=O.[NH2:15][C:16]([NH2:18])=[S:17], predict the reaction product. The product is: [F:12][C:11]([F:14])([F:13])[C:8]1[CH:9]=[CH:10][C:5]([C:3]2[N:15]=[C:16]([NH2:18])[S:17][CH:2]=2)=[CH:6][CH:7]=1. (5) Given the reactants [NH2:1][C:2]1[CH:3]=[C:4]([CH:22]=[CH:23][CH:24]=1)[O:5][C:6]1[CH:7]=[CH:8][C:9]2[N:10]([CH:12]=[C:13]([NH:15][C:16](=[O:21])[CH2:17][CH:18]3[CH2:20][CH2:19]3)[N:14]=2)[N:11]=1.[CH3:25][N:26]1[C:30]([C:31](Cl)=[O:32])=[CH:29][C:28]([CH3:34])=[N:27]1.[CH3:35]N(C)C(=O)C, predict the reaction product. The product is: [CH:18]1([CH2:17][C:16]([NH:15][C:13]2[N:14]=[C:9]3[CH:8]=[CH:7][C:6]([O:5][C:4]4[CH:22]=[CH:23][C:24]([CH3:35])=[C:2]([NH:1][C:31]([C:30]5[N:26]([CH3:25])[N:27]=[C:28]([CH3:34])[CH:29]=5)=[O:32])[CH:3]=4)=[N:11][N:10]3[CH:12]=2)=[O:21])[CH2:19][CH2:20]1. (6) Given the reactants [Br:1][C:2]1[CH:3]=[CH:4][C:5]([C:8]([OH:10])=O)=[N:6][CH:7]=1.[CH3:11][NH:12][CH3:13].C(N(C(C)C)CC)(C)C.CN(C(ON1N=NC2C=CC=NC1=2)=[N+](C)C)C.F[P-](F)(F)(F)(F)F, predict the reaction product. The product is: [Br:1][C:2]1[CH:3]=[CH:4][C:5]([C:8]([N:12]([CH3:13])[CH3:11])=[O:10])=[N:6][CH:7]=1. (7) Given the reactants [Br:1][C:2]1[CH:7]=[CH:6][C:5](F)=[C:4]([N+:9]([O-:11])=[O:10])[CH:3]=1.CN(C=O)C.C(=O)([O-])[O-].[K+].[K+].[NH2:23][C@@H:24]([CH3:27])[CH2:25][OH:26], predict the reaction product. The product is: [Br:1][C:2]1[CH:7]=[CH:6][C:5]([NH:23][C@@H:24]([CH3:27])[CH2:25][OH:26])=[C:4]([N+:9]([O-:11])=[O:10])[CH:3]=1. (8) Given the reactants [CH:1]1([C:9]([OH:11])=O)[C:3]2([CH2:8][CH2:7][CH2:6][CH2:5][CH2:4]2)[CH2:2]1.C(N1C=CN=C1)(N1C=CN=C1)=O.Cl.C[O:26][C:27](=[O:30])[CH2:28][NH2:29].[OH-].[Na+].Cl, predict the reaction product. The product is: [CH:1]1([C:9]([NH:29][CH2:28][C:27]([OH:30])=[O:26])=[O:11])[C:3]2([CH2:4][CH2:5][CH2:6][CH2:7][CH2:8]2)[CH2:2]1. (9) Given the reactants C([O:3][C:4](=O)[CH2:5][N:6]1[C:14]2[CH:13]=[C:12]3[NH:15][C:16]([C:18]4[C:26]5[C:21](=[CH:22][CH:23]=[CH:24][CH:25]=5)[NH:20][N:19]=4)=[N:17][C:11]3=[CH:10][C:9]=2[C:8]([CH3:28])([CH3:27])[C:7]1=[O:29])C.[NH2:31][OH:32].[OH-].[K+], predict the reaction product. The product is: [OH:32][NH:31][C:4](=[O:3])[CH2:5][N:6]1[C:14]2[CH:13]=[C:12]3[NH:15][C:16]([C:18]4[C:26]5[C:21](=[CH:22][CH:23]=[CH:24][CH:25]=5)[NH:20][N:19]=4)=[N:17][C:11]3=[CH:10][C:9]=2[C:8]([CH3:28])([CH3:27])[C:7]1=[O:29].